Dataset: Forward reaction prediction with 1.9M reactions from USPTO patents (1976-2016). Task: Predict the product of the given reaction. (1) Given the reactants F[C:2]1[CH:7]=[CH:6][CH:5]=[CH:4][C:3]=1[N+:8]([O-])=O.[NH2:11][C:12]1[CH:20]=[CH:19][CH:18]=[CH:17][C:13]=1[C:14]([OH:16])=O, predict the reaction product. The product is: [CH:17]1[C:13]2[C:14](=[O:16])[NH:8][C:3]3[CH:4]=[CH:5][CH:6]=[CH:7][C:2]=3[NH:11][C:12]=2[CH:20]=[CH:19][CH:18]=1. (2) The product is: [OH:20][CH2:21][C:11](=[O:13])[CH2:10][C:7]1([C:1]2[CH:2]=[CH:3][CH:4]=[CH:5][CH:6]=2)[CH2:8][CH2:9]1. Given the reactants [C:1]1([C:7]2([CH2:10][C:11]([OH:13])=O)[CH2:9][CH2:8]2)[CH:6]=[CH:5][CH:4]=[CH:3][CH:2]=1.S(Cl)(Cl)=O.C[Si](C)(C)[O:20][CH:21](O[Si](C)(C)C)CO[Si](C)(C)C, predict the reaction product. (3) Given the reactants [NH2:1][C:2]1[N:3]=[C:4]([CH3:38])[C:5]2=[C:6]([CH2:8][C@H:9]([C:23]3[CH:28]=[CH:27][C:26]([F:29])=[CH:25][C:24]=3[C:30]3[CH:35]=[CH:34][CH:33]=[C:32]([O:36][CH3:37])[N:31]=3)[NH:10]/[C:11]/2=[N:12]\[O:13][CH:14]([CH2:20][CH2:21][OH:22])[C:15]([N:17]([CH3:19])[CH3:18])=[O:16])[N:7]=1.[H-].[Na+].S(OC)(O[CH3:45])(=O)=O, predict the reaction product. The product is: [NH2:1][C:2]1[N:3]=[C:4]([CH3:38])[C:5]2=[C:6]([CH2:8][C@H:9]([C:23]3[CH:28]=[CH:27][C:26]([F:29])=[CH:25][C:24]=3[C:30]3[CH:35]=[CH:34][CH:33]=[C:32]([O:36][CH3:37])[N:31]=3)[NH:10]/[C:11]/2=[N:12]\[O:13][CH:14]([CH2:20][CH2:21][O:22][CH3:45])[C:15]([N:17]([CH3:18])[CH3:19])=[O:16])[N:7]=1. (4) Given the reactants Cl[C:2]1[N:7]=[C:6]([NH:8][C:9]2[CH:14]=[CH:13][CH:12]=[CH:11][C:10]=2[C:15]2[NH:16][CH:17]=[C:18]([C:20]([F:23])([F:22])[F:21])[N:19]=2)[C:5]([Cl:24])=[CH:4][N:3]=1.[NH2:25][C:26]1[CH:39]=[CH:38][C:29]2[NH:30][C:31](=[O:37])[CH2:32][CH2:33][C:34]([CH3:36])([CH3:35])[C:28]=2[CH:27]=1.C12(CS(O)(=O)=O)C(C)(C)C(CC1)CC2=O.C(O)(C)C, predict the reaction product. The product is: [Cl:24][C:5]1[C:6]([NH:8][C:9]2[CH:14]=[CH:13][CH:12]=[CH:11][C:10]=2[C:15]2[NH:16][CH:17]=[C:18]([C:20]([F:23])([F:22])[F:21])[N:19]=2)=[N:7][C:2]([NH:25][C:26]2[CH:39]=[CH:38][C:29]3[NH:30][C:31](=[O:37])[CH2:32][CH2:33][C:34]([CH3:36])([CH3:35])[C:28]=3[CH:27]=2)=[N:3][CH:4]=1. (5) Given the reactants [C:1]([N:8]([CH3:28])[CH:9]1[CH2:14][CH2:13][CH:12]([NH:15][CH2:16][C:17]2[CH:18]=[C:19](B(O)O)[CH:20]=[CH:21][C:22]=2[O:23][CH3:24])[CH2:11][CH2:10]1)([O:3][C:4]([CH3:7])([CH3:6])[CH3:5])=[O:2].Br[C:30]1[CH:35]=[CH:34][C:33]([Cl:36])=[CH:32][CH:31]=1, predict the reaction product. The product is: [Cl:36][C:33]1[CH:34]=[CH:35][C:30]([C:19]2[CH:20]=[CH:21][C:22]([O:23][CH3:24])=[C:17]([CH2:16][NH:15][CH:12]3[CH2:13][CH2:14][CH:9]([N:8]([CH3:28])[C:1](=[O:2])[O:3][C:4]([CH3:7])([CH3:6])[CH3:5])[CH2:10][CH2:11]3)[CH:18]=2)=[CH:31][CH:32]=1.